From a dataset of Catalyst prediction with 721,799 reactions and 888 catalyst types from USPTO. Predict which catalyst facilitates the given reaction. (1) Reactant: [CH3:1][S:2]([C:5]1[CH:6]=[C:7]([CH:18]=[CH:19][CH:20]=1)[O:8][C:9]1[CH:17]=[CH:16][C:12]([C:13]([OH:15])=O)=[CH:11][CH:10]=1)(=[O:4])=[O:3].C(Cl)(=O)C([Cl:24])=O.[NH:27]1[CH2:31][CH2:30][CH2:29][C@H:28]1[CH2:32][N:33]1[CH2:37][CH2:36][CH2:35][CH2:34]1.CN1CCOCC1. Product: [ClH:24].[CH3:1][S:2]([C:5]1[CH:6]=[C:7]([CH:18]=[CH:19][CH:20]=1)[O:8][C:9]1[CH:10]=[CH:11][C:12]([C:13]([N:27]2[CH2:31][CH2:30][CH2:29][C@H:28]2[CH2:32][N:33]2[CH2:37][CH2:36][CH2:35][CH2:34]2)=[O:15])=[CH:16][CH:17]=1)(=[O:3])=[O:4]. The catalyst class is: 120. (2) Reactant: [OH:1][C:2]1[CH:3]=[C:4]([C:10]2[C:14]([CH3:16])([CH3:15])[C:13](=[O:17])[N:12]([CH:18]3[CH2:23][CH2:22][N:21]([C:24](=[O:33])[CH2:25][N:26]4[C:30](=[O:31])[CH2:29][CH2:28][C:27]4=[O:32])[CH2:20][CH2:19]3)[N:11]=2)[CH:5]=[CH:6][C:7]=1[O:8][CH3:9].Br[CH2:35][CH:36]1[CH2:38][CH2:37]1.C(=O)([O-])[O-].[K+].[K+]. Product: [CH:36]1([CH2:35][O:1][C:2]2[CH:3]=[C:4]([C:10]3[C:14]([CH3:15])([CH3:16])[C:13](=[O:17])[N:12]([CH:18]4[CH2:23][CH2:22][N:21]([C:24](=[O:33])[CH2:25][N:26]5[C:27](=[O:32])[CH2:28][CH2:29][C:30]5=[O:31])[CH2:20][CH2:19]4)[N:11]=3)[CH:5]=[CH:6][C:7]=2[O:8][CH3:9])[CH2:38][CH2:37]1. The catalyst class is: 10.